From a dataset of Reaction yield outcomes from USPTO patents with 853,638 reactions. Predict the reaction yield, written as a fraction of the theoretical maximum amount of product (1.0 means a 100% yield; for example, 0.34 means a 34% yield). (1) The reactants are [CH3:1][S:2]([CH2:5][CH2:6][C:7]1[N:8]=[CH:9][C:10]([NH2:13])=[N:11][CH:12]=1)(=[O:4])=[O:3].C1C(=O)N([Br:21])C(=O)C1. The catalyst is C(#N)C. The product is [Br:21][C:9]1[C:10]([NH2:13])=[N:11][CH:12]=[C:7]([CH2:6][CH2:5][S:2]([CH3:1])(=[O:3])=[O:4])[N:8]=1. The yield is 0.710. (2) The reactants are [OH:1][C:2]1[CH:7]=[CH:6][C:5]([NH:8][C:9]([C:11]2[C:12](=[O:24])[N:13]([C:18]3[CH:23]=[CH:22][CH:21]=[CH:20][CH:19]=3)[N:14]([CH3:17])[C:15]=2[CH3:16])=[O:10])=[CH:4][CH:3]=1.CC(C)([O-])C.[K+].Cl[C:32]1[CH:37]=[CH:36][N:35]=[C:34]([C:38]([NH2:40])=[O:39])[CH:33]=1. The catalyst is CN(C=O)C. The product is [CH3:17][N:14]1[C:15]([CH3:16])=[C:11]([C:9]([NH:8][C:5]2[CH:6]=[CH:7][C:2]([O:1][C:32]3[CH:37]=[CH:36][N:35]=[C:34]([C:38]([NH2:40])=[O:39])[CH:33]=3)=[CH:3][CH:4]=2)=[O:10])[C:12](=[O:24])[N:13]1[C:18]1[CH:19]=[CH:20][CH:21]=[CH:22][CH:23]=1. The yield is 0.730.